From a dataset of Forward reaction prediction with 1.9M reactions from USPTO patents (1976-2016). Predict the product of the given reaction. (1) Given the reactants [Cl-].[Al+3].[Cl-].[Cl-].[C:5]([C:9]1[CH:14]=[CH:13][CH:12]=[CH:11][CH:10]=1)([CH3:8])([CH3:7])[CH3:6].[Cl:15][CH2:16][CH2:17][C:18](Cl)=[O:19], predict the reaction product. The product is: [C:5]([C:9]1[CH:14]=[CH:13][C:12]([C:18](=[O:19])[CH2:17][CH2:16][Cl:15])=[CH:11][CH:10]=1)([CH3:8])([CH3:7])[CH3:6]. (2) Given the reactants Cl[C:2]1[N:3]=[C:4]([N:21]2[CH2:26][CH2:25][O:24][CH2:23][CH2:22]2)[C:5]2[S:10][C:9]([C:11]3[CH:16]=[CH:15][CH:14]=[C:13]([S:17]([CH3:20])(=[O:19])=[O:18])[CH:12]=3)=[CH:8][C:6]=2[N:7]=1.[NH2:27][C:28]1[CH:33]=[CH:32][C:31](B2OC(C)(C)C(C)(C)O2)=[CH:30][N:29]=1, predict the reaction product. The product is: [CH3:20][S:17]([C:13]1[CH:12]=[C:11]([C:9]2[S:10][C:5]3[C:4]([N:21]4[CH2:26][CH2:25][O:24][CH2:23][CH2:22]4)=[N:3][C:2]([C:31]4[CH:32]=[CH:33][C:28]([NH2:27])=[N:29][CH:30]=4)=[N:7][C:6]=3[CH:8]=2)[CH:16]=[CH:15][CH:14]=1)(=[O:19])=[O:18].